Regression/Classification. Given a drug SMILES string, predict its absorption, distribution, metabolism, or excretion properties. Task type varies by dataset: regression for continuous measurements (e.g., permeability, clearance, half-life) or binary classification for categorical outcomes (e.g., BBB penetration, CYP inhibition). Dataset: rlm. From a dataset of Rat liver microsome stability data. (1) The drug is C=CC(=O)NCc1coc(-c2c(N)ncnc2Nc2ccc(OCc3ccccn3)c(Cl)c2)n1. The result is 1 (stable in rat liver microsomes). (2) The molecule is COc1nc(-c2ccc(NC(=O)Nc3ccc(C(=O)NCCN4CCCCC4)cc3)cc2)nc(N2CCOCC2)n1. The result is 0 (unstable in rat liver microsomes). (3) The result is 0 (unstable in rat liver microsomes). The drug is O=C(O)c1cnc(-c2ccc(F)cc2)nc1-c1ccncc1. (4) The result is 1 (stable in rat liver microsomes). The molecule is CC#C[C@@H](Cc1nn[nH]n1)c1ccc(OCc2ccc3scc(N4CCCCC4C)c3c2)cc1.